This data is from Catalyst prediction with 721,799 reactions and 888 catalyst types from USPTO. The task is: Predict which catalyst facilitates the given reaction. (1) Reactant: [CH3:1][O:2][C:3]1[C:4]([C:16]2[CH:21]=[CH:20][CH:19]=[CH:18][CH:17]=2)=[N:5][C:6]2[C:11]([C:12]=1[C:13](Cl)=[O:14])=[CH:10][CH:9]=[CH:8][CH:7]=2.CCN(CC)CC.[CH2:29]([N:31]([C:33]1[CH:38]=[CH:37][CH:36]=[CH:35][CH:34]=1)[NH2:32])[CH3:30]. Product: [CH2:29]([N:31]([C:33]1[CH:38]=[CH:37][CH:36]=[CH:35][CH:34]=1)[NH:32][C:13]([C:12]1[C:11]2[C:6](=[CH:7][CH:8]=[CH:9][CH:10]=2)[N:5]=[C:4]([C:16]2[CH:21]=[CH:20][CH:19]=[CH:18][CH:17]=2)[C:3]=1[O:2][CH3:1])=[O:14])[CH3:30]. The catalyst class is: 2. (2) Reactant: [F:1][C:2]([F:16])([F:15])[C:3]1([CH2:6][N:7]2[CH2:12][CH2:11][CH:10]([CH2:13][OH:14])[CH2:9][CH2:8]2)[CH2:5][CH2:4]1.[H-].[Na+].Br[C:20]1[CH:25]=[CH:24][C:23]([Br:26])=[CH:22][N:21]=1. Product: [Br:26][C:23]1[CH:24]=[CH:25][C:20]([O:14][CH2:13][CH:10]2[CH2:9][CH2:8][N:7]([CH2:6][C:3]3([C:2]([F:15])([F:1])[F:16])[CH2:4][CH2:5]3)[CH2:12][CH2:11]2)=[N:21][CH:22]=1. The catalyst class is: 1. (3) Reactant: [Br:1][C:2]1[C:8]([CH3:9])=[CH:7][C:5]([NH2:6])=[C:4]([F:10])[CH:3]=1.[F:11][C:12]1[CH:17]=[CH:16][C:15]([C:18]([F:21])([F:20])[F:19])=[CH:14][C:13]=1[N:22]=[C:23]=[O:24].CCOCC. Product: [Br:1][C:2]1[C:8]([CH3:9])=[CH:7][C:5]([NH:6][C:23]([NH:22][C:13]2[CH:14]=[C:15]([C:18]([F:19])([F:21])[F:20])[CH:16]=[CH:17][C:12]=2[F:11])=[O:24])=[C:4]([F:10])[CH:3]=1. The catalyst class is: 1. (4) Reactant: [C:1]([C:4]1[C:5]([CH2:20][NH:21][C:22]([C@@H:24]2[CH2:28][C@@H:27]([F:29])[CH2:26][N:25]2[C:30]([O:32][C:33]([CH3:36])([CH3:35])[CH3:34])=[O:31])=[O:23])=[CH:6][C:7]([C:10]2[CH:15]=[CH:14][C:13]([C:16]([F:19])([F:18])[F:17])=[CH:12][CH:11]=2)=[N:8][CH:9]=1)(=O)[NH2:2].C(OC(C(F)(F)F)=O)(C(F)(F)F)=O. Product: [C:1]([C:4]1[C:5]([CH2:20][NH:21][C:22]([C@@H:24]2[CH2:28][C@@H:27]([F:29])[CH2:26][N:25]2[C:30]([O:32][C:33]([CH3:36])([CH3:35])[CH3:34])=[O:31])=[O:23])=[CH:6][C:7]([C:10]2[CH:15]=[CH:14][C:13]([C:16]([F:17])([F:18])[F:19])=[CH:12][CH:11]=2)=[N:8][CH:9]=1)#[N:2]. The catalyst class is: 4. (5) Reactant: [C:1]([C:3]1[C:4]([CH3:30])=[C:5]([C@@H:10]2[S:15](=[O:17])(=[O:16])[CH2:14][C@@H:13]3[CH2:18][N:19]([C:22]([O:24][C:25]([CH3:28])([CH3:27])[CH3:26])=[O:23])[CH2:20][CH2:21][N+:12]3([O-])[CH2:11]2)[CH:6]=[CH:7][C:8]=1[F:9])#[N:2].C1(P(C2C=CC=CC=2)C2C=CC=CC=2)C=CC=CC=1. Product: [C:1]([C:3]1[C:4]([CH3:30])=[C:5]([C@@H:10]2[S:15](=[O:16])(=[O:17])[CH2:14][C@@H:13]3[CH2:18][N:19]([C:22]([O:24][C:25]([CH3:27])([CH3:26])[CH3:28])=[O:23])[CH2:20][CH2:21][N:12]3[CH2:11]2)[CH:6]=[CH:7][C:8]=1[F:9])#[N:2]. The catalyst class is: 121. (6) Reactant: [CH3:1][N:2]([CH2:9][CH2:10][O:11][C:12]1[CH:25]=[CH:24][C:15]([CH2:16][CH:17]2[S:21][C:20](=[O:22])[NH:19][C:18]2=[O:23])=[CH:14][CH:13]=1)[C:3]1[CH:8]=[CH:7][CH:6]=[CH:5][N:4]=1.[N+:26]([O-:29])([OH:28])=[O:27]. Product: [N+:26]([O-:29])([OH:28])=[O:27].[CH3:1][N:2]([CH2:9][CH2:10][O:11][C:12]1[CH:25]=[CH:24][C:15]([CH2:16][CH:17]2[S:21][C:20](=[O:22])[NH:19][C:18]2=[O:23])=[CH:14][CH:13]=1)[C:3]1[CH:8]=[CH:7][CH:6]=[CH:5][N:4]=1. The catalyst class is: 21. (7) Reactant: [H-].[Na+].[C:3](OC)(=[O:8])[CH2:4][C:5]([CH3:7])=[O:6].[Li]CCCC.[CH:16]1([C:21](=[O:36])[CH2:22][O:23][C:24]2[CH:29]=[CH:28][C:27]([C:30]([CH3:34])([CH3:33])[C:31]#[N:32])=[C:26]([F:35])[CH:25]=2)[CH2:20][CH2:19][CH2:18][CH2:17]1.Cl. Product: [CH:16]1([C:21]2([CH2:22][O:23][C:24]3[CH:29]=[CH:28][C:27]([C:30]([CH3:33])([CH3:34])[C:31]#[N:32])=[C:26]([F:35])[CH:25]=3)[CH2:7][C:5](=[O:6])[CH2:4][C:3](=[O:8])[O:36]2)[CH2:20][CH2:19][CH2:18][CH2:17]1. The catalyst class is: 1. (8) Reactant: [CH2:1]([C@@H:8]1[NH:13][CH2:12][CH2:11][N:10]([C:14]2[CH:19]=[CH:18][C:17]([O:20][CH3:21])=[C:16]([O:22][CH:23]3[CH2:27][CH2:26][CH2:25][CH2:24]3)[CH:15]=2)[CH2:9]1)[C:2]1[CH:7]=[CH:6][CH:5]=[CH:4][CH:3]=1.Cl[C:29](Cl)([O:31]C(=O)OC(Cl)(Cl)Cl)Cl.C(N(C(C)C)CC)(C)C.[NH:49]1[CH2:53][CH2:52][C@H:51]([OH:54])[CH2:50]1. Product: [CH2:1]([C@H:8]1[CH2:9][N:10]([C:14]2[CH:19]=[CH:18][C:17]([O:20][CH3:21])=[C:16]([O:22][CH:23]3[CH2:27][CH2:26][CH2:25][CH2:24]3)[CH:15]=2)[CH2:11][CH2:12][N:13]1[C:29]([N:49]1[CH2:53][CH2:52][C@H:51]([OH:54])[CH2:50]1)=[O:31])[C:2]1[CH:3]=[CH:4][CH:5]=[CH:6][CH:7]=1. The catalyst class is: 2. (9) Reactant: [O:1]1[C:5]2([CH2:10][CH2:9][NH:8][CH2:7][CH2:6]2)[O:4][CH2:3][CH2:2]1.[Br:11][C:12]1[CH:17]=[CH:16][C:15](I)=[CH:14][CH:13]=1.CC(C)([O-])C.[Na+]. Product: [Br:11][C:12]1[CH:17]=[CH:16][C:15]([N:8]2[CH2:9][CH2:10][C:5]3([O:4][CH2:3][CH2:2][O:1]3)[CH2:6][CH2:7]2)=[CH:14][CH:13]=1. The catalyst class is: 11. (10) Product: [Br:23][C:24]1[CH:29]=[CH:28][C:27]([N:30]([C:38]2[S:39][CH:40]=[C:41]([CH2:43][O:22][C:20]3[C:6]4[CH:7]=[C:8]([C:10]5[N:11]=[C:12]6[N:16]([CH:17]=5)[N:15]=[C:14]([O:18][CH3:19])[S:13]6)[O:9][C:5]=4[CH:4]=[C:3]([O:2][CH3:1])[CH:21]=3)[N:42]=2)[C:31](=[O:37])[O:32][C:33]([CH3:35])([CH3:36])[CH3:34])=[C:26]([CH3:45])[CH:25]=1. Reactant: [CH3:1][O:2][C:3]1[CH:4]=[C:5]2[O:9][C:8]([C:10]3[N:11]=[C:12]4[N:16]([CH:17]=3)[N:15]=[C:14]([O:18][CH3:19])[S:13]4)=[CH:7][C:6]2=[C:20]([OH:22])[CH:21]=1.[Br:23][C:24]1[CH:29]=[CH:28][C:27]([N:30]([C:38]2[S:39][CH:40]=[C:41]([CH2:43]O)[N:42]=2)[C:31](=[O:37])[O:32][C:33]([CH3:36])([CH3:35])[CH3:34])=[C:26]([CH3:45])[CH:25]=1.C(P(CCCC)CCCC)CCC.N(C(N1CCCCC1)=O)=NC(N1CCCCC1)=O. The catalyst class is: 266.